This data is from NCI-60 drug combinations with 297,098 pairs across 59 cell lines. The task is: Regression. Given two drug SMILES strings and cell line genomic features, predict the synergy score measuring deviation from expected non-interaction effect. Drug 1: CC1C(C(CC(O1)OC2CC(CC3=C2C(=C4C(=C3O)C(=O)C5=C(C4=O)C(=CC=C5)OC)O)(C(=O)C)O)N)O.Cl. Drug 2: CC1=C2C(C(=O)C3(C(CC4C(C3C(C(C2(C)C)(CC1OC(=O)C(C(C5=CC=CC=C5)NC(=O)OC(C)(C)C)O)O)OC(=O)C6=CC=CC=C6)(CO4)OC(=O)C)O)C)O. Cell line: SK-MEL-28. Synergy scores: CSS=26.3, Synergy_ZIP=-4.80, Synergy_Bliss=-1.10, Synergy_Loewe=-7.05, Synergy_HSA=-0.127.